From a dataset of Full USPTO retrosynthesis dataset with 1.9M reactions from patents (1976-2016). Predict the reactants needed to synthesize the given product. (1) The reactants are: [NH2:1][C:2]([NH2:4])=[O:3].O.O.[S:7]([O-:11])([O-:10])(=[O:9])=[O:8].[Ca+2]. Given the product [S:7]([O-:11])([O-:10])(=[O:9])=[O:8].[NH4+:1].[NH4+:1].[NH2:1][C:2]([NH2:4])=[O:3], predict the reactants needed to synthesize it. (2) Given the product [CH2:3]([C:2]1[NH:12][C:7]2[C:6]([CH:1]=1)=[CH:11][CH:10]=[CH:9][CH:8]=2)[CH2:4][CH3:5], predict the reactants needed to synthesize it. The reactants are: [C:1]([C:6]1[CH:11]=[CH:10][CH:9]=[CH:8][C:7]=1[NH2:12])#[C:2][CH2:3][CH2:4][CH3:5].CC(C)([O-])C.[K+].O. (3) Given the product [F:1][C:2]1[CH:7]=[CH:6][C:5]([CH:8]2[CH2:17][C:16]3[C:11](=[CH:12][CH:13]=[CH:14][CH:15]=3)[N:10]([N:18]=[C:24]([CH3:26])[CH3:23])[CH2:9]2)=[CH:4][CH:3]=1, predict the reactants needed to synthesize it. The reactants are: [F:1][C:2]1[CH:7]=[CH:6][C:5]([CH:8]2[CH2:17][C:16]3[C:11](=[CH:12][CH:13]=[CH:14][CH:15]=3)[N:10]([N:18]=O)[CH2:9]2)=[CH:4][CH:3]=1.[Cl-].[NH4+].O.[CH3:23][C:24]([CH3:26])=O. (4) The reactants are: [C:1]([OH:4])(=[O:3])C.[C:5]([O:9][C:10]([N:12]1[CH2:17][CH2:16][C:15](=O)[CH2:14][CH2:13]1)=[O:11])([CH3:8])([CH3:7])[CH3:6].[NH2:19][C:20]1[CH:25]=[CH:24][CH:23]=[CH:22][C:21]=1[CH:26](O)[CH3:27].C([BH3-])#N.[Na+]. Given the product [CH3:27][CH:26]1[C:21]2[CH:22]=[CH:23][CH:24]=[CH:25][C:20]=2[N:19]([CH:15]2[CH2:16][CH2:17][N:12]([C:10]([O:9][C:5]([CH3:8])([CH3:7])[CH3:6])=[O:11])[CH2:13][CH2:14]2)[C:1](=[O:3])[O:4]1, predict the reactants needed to synthesize it. (5) Given the product [CH3:9][CH:7]([C:5]1[N:6]=[CH:2][S:3][C:4]=1[C:10]([O:12][CH2:13][CH3:14])=[O:11])[CH3:8], predict the reactants needed to synthesize it. The reactants are: N[C:2]1[S:3][C:4]([C:10]([O:12][CH2:13][CH3:14])=[O:11])=[C:5]([CH:7]([CH3:9])[CH3:8])[N:6]=1.B(F)(F)F.CCOCC.N(OC(C)(C)C)=O.N(OCCCC)=O.[Na].[OH-].[Na+]. (6) Given the product [NH2:22][C:4]1[N:5]=[CH:6][C:7]([S:8]([NH:9][C:10]2[CH:11]=[CH:12][C:13]3[CH2:17][O:16][B:15]([OH:18])[C:14]=3[CH:19]=2)(=[O:21])=[O:20])=[C:2]([F:1])[CH:3]=1, predict the reactants needed to synthesize it. The reactants are: [F:1][C:2]1[C:7]([S:8](=[O:21])(=[O:20])[NH:9][C:10]2[CH:11]=[CH:12][C:13]3[CH2:17][O:16][B:15]([OH:18])[C:14]=3[CH:19]=2)=[CH:6][N:5]=[C:4]([NH:22]C(=O)C)[CH:3]=1.